This data is from NCI-60 drug combinations with 297,098 pairs across 59 cell lines. The task is: Regression. Given two drug SMILES strings and cell line genomic features, predict the synergy score measuring deviation from expected non-interaction effect. (1) Drug 1: CCN(CC)CCNC(=O)C1=C(NC(=C1C)C=C2C3=C(C=CC(=C3)F)NC2=O)C. Drug 2: B(C(CC(C)C)NC(=O)C(CC1=CC=CC=C1)NC(=O)C2=NC=CN=C2)(O)O. Cell line: HT29. Synergy scores: CSS=60.0, Synergy_ZIP=4.30, Synergy_Bliss=5.30, Synergy_Loewe=-7.94, Synergy_HSA=5.84. (2) Drug 1: CC12CCC3C(C1CCC2=O)CC(=C)C4=CC(=O)C=CC34C. Drug 2: CN(C(=O)NC(C=O)C(C(C(CO)O)O)O)N=O. Cell line: U251. Synergy scores: CSS=58.1, Synergy_ZIP=0.700, Synergy_Bliss=4.89, Synergy_Loewe=-18.4, Synergy_HSA=4.75. (3) Cell line: SK-MEL-5. Drug 2: CC1=C(N=C(N=C1N)C(CC(=O)N)NCC(C(=O)N)N)C(=O)NC(C(C2=CN=CN2)OC3C(C(C(C(O3)CO)O)O)OC4C(C(C(C(O4)CO)O)OC(=O)N)O)C(=O)NC(C)C(C(C)C(=O)NC(C(C)O)C(=O)NCCC5=NC(=CS5)C6=NC(=CS6)C(=O)NCCC[S+](C)C)O. Synergy scores: CSS=24.7, Synergy_ZIP=-0.589, Synergy_Bliss=-0.337, Synergy_Loewe=-2.27, Synergy_HSA=1.04. Drug 1: C1=C(C(=O)NC(=O)N1)F. (4) Drug 1: CC(CN1CC(=O)NC(=O)C1)N2CC(=O)NC(=O)C2. Drug 2: C1=NC2=C(N1)C(=S)N=C(N2)N. Cell line: UACC62. Synergy scores: CSS=34.0, Synergy_ZIP=-8.85, Synergy_Bliss=-4.70, Synergy_Loewe=-4.00, Synergy_HSA=-1.13. (5) Drug 1: CC1OCC2C(O1)C(C(C(O2)OC3C4COC(=O)C4C(C5=CC6=C(C=C35)OCO6)C7=CC(=C(C(=C7)OC)O)OC)O)O. Drug 2: CNC(=O)C1=NC=CC(=C1)OC2=CC=C(C=C2)NC(=O)NC3=CC(=C(C=C3)Cl)C(F)(F)F. Cell line: MOLT-4. Synergy scores: CSS=88.6, Synergy_ZIP=9.27, Synergy_Bliss=8.39, Synergy_Loewe=4.75, Synergy_HSA=9.73.